Dataset: Forward reaction prediction with 1.9M reactions from USPTO patents (1976-2016). Task: Predict the product of the given reaction. (1) Given the reactants ICI.[CH2:4]([Zn]CC)C.[CH2:9]([O:11][C:12](=[O:40])[CH2:13][N:14]1[C:22]2[CH2:21][CH2:20][CH2:19][C@@H:18]([NH:23][S:24]([C:27]3[CH:32]=[C:31]([C:33]([F:36])([F:35])[F:34])[CH:30]=[C:29]([C:37]([CH3:39])=[CH2:38])[CH:28]=3)(=[O:26])=[O:25])[C:17]=2[CH:16]=[N:15]1)[CH3:10].[Cl-].[NH4+], predict the reaction product. The product is: [CH2:9]([O:11][C:12](=[O:40])[CH2:13][N:14]1[C:22]2[CH2:21][CH2:20][CH2:19][C@@H:18]([NH:23][S:24]([C:27]3[CH:32]=[C:31]([C:33]([F:35])([F:36])[F:34])[CH:30]=[C:29]([C:37]4([CH3:4])[CH2:39][CH2:38]4)[CH:28]=3)(=[O:26])=[O:25])[C:17]=2[CH:16]=[N:15]1)[CH3:10]. (2) Given the reactants [N+:1]([C:4]1[CH:5]=[C:6]([C:12]2[O:13][C:14]3[CH:20]=[CH:19][C:18](Br)=[CH:17][C:15]=3[N:16]=2)[CH:7]=[CH:8][C:9]=1[O:10][CH3:11])([O-:3])=[O:2].[Cl:22][C:23]1[CH:24]=[C:25](B(O)O)[CH:26]=[CH:27][CH:28]=1, predict the reaction product. The product is: [N+:1]([C:4]1[CH:5]=[C:6]([C:12]2[O:13][C:14]3[CH:20]=[CH:19][C:18]([C:27]4[CH:26]=[CH:25][CH:24]=[C:23]([Cl:22])[CH:28]=4)=[CH:17][C:15]=3[N:16]=2)[CH:7]=[CH:8][C:9]=1[O:10][CH3:11])([O-:3])=[O:2]. (3) Given the reactants [CH3:1][O:2][C:3]1[CH:26]=[CH:25][C:6]([C:7]([NH:9][C:10]2[C:11]([NH:16][C:17]([CH:19]3[CH2:24][CH2:23][NH:22][CH2:21][CH2:20]3)=[O:18])=[CH:12][CH:13]=[CH:14][CH:15]=2)=[O:8])=[CH:5][CH:4]=1.[Cl:27][C:28]1[CH:29]=[C:30]([CH:33]=[CH:34][C:35]=1[OH:36])[CH:31]=O, predict the reaction product. The product is: [CH3:1][O:2][C:3]1[CH:4]=[CH:5][C:6]([C:7]([NH:9][C:10]2[C:11]([NH:16][C:17]([CH:19]3[CH2:20][CH2:21][N:22]([CH2:31][C:30]4[CH:33]=[CH:34][C:35]([OH:36])=[C:28]([Cl:27])[CH:29]=4)[CH2:23][CH2:24]3)=[O:18])=[CH:12][CH:13]=[CH:14][CH:15]=2)=[O:8])=[CH:25][CH:26]=1. (4) The product is: [CH2:22]([C:14]([C:5]1[CH:4]=[C:3]([OH:2])[C:8]([CH:9]([CH3:10])[CH3:11])=[C:7]([OH:12])[CH:6]=1)=[CH:15][C:16]1[CH:21]=[CH:20][CH:19]=[CH:18][CH:17]=1)[C:23]1[CH:28]=[CH:27][CH:26]=[CH:25][CH:24]=1. Given the reactants C[O:2][C:3]1[CH:4]=[C:5]([C:14](O)([CH2:22][C:23]2[CH:28]=[CH:27][CH:26]=[CH:25][CH:24]=2)[CH2:15][C:16]2[CH:21]=[CH:20][CH:19]=[CH:18][CH:17]=2)[CH:6]=[C:7]([O:12]C)[C:8]=1[CH:9]([CH3:11])[CH3:10].B(Br)(Br)Br.O.[OH-].[Na+], predict the reaction product. (5) Given the reactants [NH2:1][C:2]1[C:7]([N+:8]([O-:10])=[O:9])=[C:6]([Cl:11])[CH:5]=[CH:4][N:3]=1.[H-].[Na+].[CH2:14]1COCC1, predict the reaction product. The product is: [Cl:11][C:6]1[CH:5]=[CH:4][N:3]=[C:2]([NH:1][CH3:14])[C:7]=1[N+:8]([O-:10])=[O:9]. (6) The product is: [O:16]1[CH:20]=[CH:19][C:18]([C:21]2[CH:22]=[C:23]([N:27]3[CH2:32][CH2:31][N:30]([C:8]([NH:7][C:3]4[CH:2]=[N:1][CH:6]=[CH:5][CH:4]=4)=[O:15])[CH2:29][CH2:28]3)[CH:24]=[CH:25][CH:26]=2)=[CH:17]1. Given the reactants [N:1]1[CH:6]=[CH:5][CH:4]=[C:3]([NH:7][C:8](=[O:15])OCC(Cl)(Cl)Cl)[CH:2]=1.[O:16]1[CH:20]=[CH:19][C:18]([C:21]2[CH:22]=[C:23]([N:27]3[CH2:32][CH2:31][NH:30][CH2:29][CH2:28]3)[CH:24]=[CH:25][CH:26]=2)=[CH:17]1.C(N(C(C)C)CC)(C)C.O, predict the reaction product. (7) Given the reactants [CH:1]1([CH2:4][N:5]2[C:10]([NH:11][NH2:12])=[CH:9][C:8](=[O:13])[N:7]([CH3:14])[C:6]2=[O:15])[CH2:3][CH2:2]1.O=P(Cl)(Cl)Cl.O.[CH3:22]N(C=O)C, predict the reaction product. The product is: [CH:1]1([CH2:4][N:5]2[C:10]3=[N:11][NH:12][CH:22]=[C:9]3[C:8](=[O:13])[N:7]([CH3:14])[C:6]2=[O:15])[CH2:2][CH2:3]1.